Dataset: Forward reaction prediction with 1.9M reactions from USPTO patents (1976-2016). Task: Predict the product of the given reaction. (1) Given the reactants [H-].[Na+].[OH:3][C@@H:4]1[CH2:8][CH2:7][N:6]([C:9]([O:11][C:12]([CH3:15])([CH3:14])[CH3:13])=[O:10])[CH2:5]1.Br[CH2:17][C:18]([O:20][C:21]([CH3:24])([CH3:23])[CH3:22])=[O:19], predict the reaction product. The product is: [C:21]([O:20][C:18](=[O:19])[CH2:17][O:3][C@@H:4]1[CH2:8][CH2:7][N:6]([C:9]([O:11][C:12]([CH3:15])([CH3:14])[CH3:13])=[O:10])[CH2:5]1)([CH3:24])([CH3:23])[CH3:22]. (2) Given the reactants [C:1]([O:5][C:6]([NH:8][CH2:9][CH2:10][N:11]1[C:15]([C:16]([O:18][CH2:19][CH3:20])=[O:17])=[CH:14][C:13]([OH:21])=[N:12]1)=[O:7])([CH3:4])([CH3:3])[CH3:2].[F:22][C:23]1[CH:30]=[CH:29][C:26]([CH2:27]Br)=[CH:25][CH:24]=1, predict the reaction product. The product is: [C:1]([O:5][C:6]([NH:8][CH2:9][CH2:10][N:11]1[C:15]([C:16]([O:18][CH2:19][CH3:20])=[O:17])=[CH:14][C:13]([O:21][CH2:27][C:26]2[CH:29]=[CH:30][C:23]([F:22])=[CH:24][CH:25]=2)=[N:12]1)=[O:7])([CH3:4])([CH3:3])[CH3:2]. (3) Given the reactants [C:1]1([N:10]2[CH2:14][CH2:13][C@H:12]([NH:15][C:16]([C:18]3[N:23]=[CH:22][C:21]([CH:24]=[CH2:25])=[CH:20][N:19]=3)=[O:17])[CH2:11]2)[C:2]2[N:3]([CH:7]=[CH:8][CH:9]=2)[CH:4]=[CH:5][N:6]=1, predict the reaction product. The product is: [CH2:24]([C:21]1[CH:20]=[N:19][C:18]([C:16]([NH:15][C@H:12]2[CH2:13][CH2:14][N:10]([C:1]3[C:2]4[N:3]([CH:7]=[CH:8][CH:9]=4)[CH:4]=[CH:5][N:6]=3)[CH2:11]2)=[O:17])=[N:23][CH:22]=1)[CH3:25]. (4) Given the reactants [CH2:1]([C:3]1[N:4]=[CH:5][NH:6][CH:7]=1)[CH3:2].CC([O-])(C)C.[K+].Br[CH2:15][C:16]([O:18][CH2:19][CH3:20])=[O:17].O, predict the reaction product. The product is: [CH2:19]([O:18][C:16](=[O:17])[CH2:15][N:6]1[CH:7]=[C:3]([CH2:1][CH3:2])[N:4]=[CH:5]1)[CH3:20].[CH2:19]([O:18][C:16](=[O:17])[CH2:15][N:4]1[C:3]([CH2:1][CH3:2])=[CH:7][N:6]=[CH:5]1)[CH3:20]. (5) Given the reactants [F:1][C:2]1[CH:3]=[CH:4][C:5]([CH3:9])=[C:6]([OH:8])[CH:7]=1.[H-].[Na+].FC(F)(F)S(O[C:18]1[C:27]2[C:26](=[O:28])[N:25]([CH2:29][C:30]3[CH:35]=[CH:34][C:33]([O:36][CH3:37])=[CH:32][CH:31]=3)[C:24](=[O:38])[N:23]([C:39]3[CH:44]=[CH:43][C:42]([I:45])=[CH:41][C:40]=3[F:46])[C:22]=2[N:21]([CH3:47])[C:20](=[O:48])[CH:19]=1)(=O)=O, predict the reaction product. The product is: [F:1][C:2]1[CH:3]=[CH:4][C:5]([CH3:9])=[C:6]([CH:7]=1)[O:8][C:18]1[C:27]2[C:26](=[O:28])[N:25]([CH2:29][C:30]3[CH:31]=[CH:32][C:33]([O:36][CH3:37])=[CH:34][CH:35]=3)[C:24](=[O:38])[N:23]([C:39]3[CH:44]=[CH:43][C:42]([I:45])=[CH:41][C:40]=3[F:46])[C:22]=2[N:21]([CH3:47])[C:20](=[O:48])[CH:19]=1. (6) Given the reactants [C:1]([C:3]1[CH:4]=[C:5]([CH:9]=[CH:10][CH:11]=1)[C:6]([OH:8])=[O:7])#[N:2].C([S:14]P(=S)(O)OCC)C.O, predict the reaction product. The product is: [C:1]([C:3]1[CH:4]=[C:5]([CH:9]=[CH:10][CH:11]=1)[C:6]([OH:8])=[O:7])(=[S:14])[NH2:2]. (7) Given the reactants [Cl:1][C:2]1[CH:7]=[C:6](Cl)[N:5]=[CH:4][N:3]=1.C(=O)([O-])[O-].[Na+].[Na+].[C:15]1(B(O)O)[CH:20]=[CH:19][CH:18]=[CH:17][CH:16]=1, predict the reaction product. The product is: [Cl:1][C:2]1[CH:7]=[C:6]([C:15]2[CH:20]=[CH:19][CH:18]=[CH:17][CH:16]=2)[N:5]=[CH:4][N:3]=1. (8) Given the reactants Cl.[S:2]([N:12]1[C:16]2[N:17]=[CH:18][C:19]3[N:20]([C:21]([C@@H:24]4[CH2:28][CH2:27][C@H:26]([NH2:29])[CH2:25]4)=[N:22][N:23]=3)[C:15]=2[CH:14]=[CH:13]1)([C:5]1[CH:11]=[CH:10][C:8]([CH3:9])=[CH:7][CH:6]=1)(=[O:4])=[O:3].[Cl:30][CH2:31][CH2:32][CH2:33][S:34](Cl)(=[O:36])=[O:35], predict the reaction product. The product is: [Cl:30][CH2:31][CH2:32][CH2:33][S:34]([NH:29][C@H:26]1[CH2:27][CH2:28][C@@H:24]([C:21]2[N:20]3[C:15]4[CH:14]=[CH:13][N:12]([S:2]([C:5]5[CH:11]=[CH:10][C:8]([CH3:9])=[CH:7][CH:6]=5)(=[O:4])=[O:3])[C:16]=4[N:17]=[CH:18][C:19]3=[N:23][N:22]=2)[CH2:25]1)(=[O:36])=[O:35]. (9) Given the reactants C([BH3-])#N.[Na+].[NH2:5][C@H:6]([CH3:30])[C:7]([N:9]1[CH2:14][CH2:13][N:12]([CH2:15][CH2:16][CH2:17][O:18][C:19]2[CH:24]=[CH:23][C:22]([C:25]([CH:27]3[CH2:29][CH2:28]3)=[O:26])=[CH:21][CH:20]=2)[CH2:11][CH2:10]1)=[O:8].[CH3:31][C:32]([CH3:34])=O, predict the reaction product. The product is: [CH:27]1([C:25]([C:22]2[CH:21]=[CH:20][C:19]([O:18][CH2:17][CH2:16][CH2:15][N:12]3[CH2:11][CH2:10][N:9]([C:7](=[O:8])[C@H:6]([NH:5][CH:32]([CH3:34])[CH3:31])[CH3:30])[CH2:14][CH2:13]3)=[CH:24][CH:23]=2)=[O:26])[CH2:29][CH2:28]1.